From a dataset of Forward reaction prediction with 1.9M reactions from USPTO patents (1976-2016). Predict the product of the given reaction. (1) Given the reactants [O:1]1[CH2:6][CH:5]=[C:4]([C:7]2[CH:8]=[C:9]([CH:13]=[CH:14][CH:15]=2)[C:10]([OH:12])=[O:11])[CH2:3][CH2:2]1.[H][H], predict the reaction product. The product is: [O:1]1[CH2:6][CH2:5][CH:4]([C:7]2[CH:8]=[C:9]([CH:13]=[CH:14][CH:15]=2)[C:10]([OH:12])=[O:11])[CH2:3][CH2:2]1. (2) Given the reactants [Cl:1][C:2]1[N:7]=[C:6]([N:8]2[CH2:12][C@@H:11]([C:13]3[CH:18]=[CH:17][C:16]([F:19])=[CH:15][C:14]=3[F:20])[C@H:10]([C:21]([O:23]C)=[O:22])[CH2:9]2)[CH:5]=[CH:4][CH:3]=1.[Li+].[OH-].OS([O-])(=O)=O.[Na+], predict the reaction product. The product is: [Cl:1][C:2]1[N:7]=[C:6]([N:8]2[CH2:12][C@@H:11]([C:13]3[CH:18]=[CH:17][C:16]([F:19])=[CH:15][C:14]=3[F:20])[C@H:10]([C:21]([OH:23])=[O:22])[CH2:9]2)[CH:5]=[CH:4][CH:3]=1. (3) Given the reactants [CH2:1]([O:3][C:4]([C:6]1([C:9]2[CH:14]=[CH:13][C:12]([C:15]3[CH:20]=[CH:19][C:18]([C:21]4[O:25][N:24]=[C:23]([CH3:26])[C:22]=4[NH:27][C:28]4[CH:33]=[CH:32][CH:31]=[C:30](Br)[N:29]=4)=[CH:17][CH:16]=3)=[CH:11][CH:10]=2)[CH2:8][CH2:7]1)=[O:5])[CH3:2].[Cl:35][C:36]1[C:41]([Cl:42])=[CH:40][CH:39]=[CH:38][C:37]=1B(O)O, predict the reaction product. The product is: [CH2:1]([O:3][C:4]([C:6]1([C:9]2[CH:14]=[CH:13][C:12]([C:15]3[CH:20]=[CH:19][C:18]([C:21]4[O:25][N:24]=[C:23]([CH3:26])[C:22]=4[NH:27][C:28]4[CH:33]=[CH:32][CH:31]=[C:30]([C:40]5[CH:39]=[CH:38][CH:37]=[C:36]([Cl:35])[C:41]=5[Cl:42])[N:29]=4)=[CH:17][CH:16]=3)=[CH:11][CH:10]=2)[CH2:8][CH2:7]1)=[O:5])[CH3:2]. (4) Given the reactants C([O:8][N:9]([CH:21]=[O:22])[CH2:10][C@@H:11]([CH2:15][CH:16]1[CH2:20][CH2:19][CH2:18][CH2:17]1)[C:12]([OH:14])=O)C1C=CC=CC=1.Cl.[NH2:24][C@@H:25]([C:45]([CH3:48])([CH3:47])[CH3:46])[C:26]([N:28]1[CH2:33][CH2:32][CH:31]([NH:34][S:35]([C:38]2[CH:43]=[CH:42][C:41]([CH3:44])=[CH:40][CH:39]=2)(=[O:37])=[O:36])[CH2:30][CH2:29]1)=[O:27], predict the reaction product. The product is: [CH:16]1([CH2:15][C@H:11]([CH2:10][N:9]([CH:21]=[O:22])[OH:8])[C:12]([NH:24][C@H:25]([C:26]([N:28]2[CH2:33][CH2:32][CH:31]([NH:34][S:35]([C:38]3[CH:39]=[CH:40][C:41]([CH3:44])=[CH:42][CH:43]=3)(=[O:37])=[O:36])[CH2:30][CH2:29]2)=[O:27])[C:45]([CH3:46])([CH3:47])[CH3:48])=[O:14])[CH2:17][CH2:18][CH2:19][CH2:20]1. (5) Given the reactants [NH2:1][CH:2]([CH:4]([CH2:13][CH3:14])[CH2:5][C:6]1[CH:11]=[CH:10][C:9]([Cl:12])=[CH:8][CH:7]=1)[CH3:3].N[CH:16]([CH:18](C(C)C)CC1C=CC(Cl)=CC=1)[CH3:17].C1(CC(OC)=O)CCCC1, predict the reaction product. The product is: [NH2:1][CH:2]([CH:4]([CH:13]1[CH2:18][CH2:16][CH2:17][CH2:14]1)[CH2:5][C:6]1[CH:7]=[CH:8][C:9]([Cl:12])=[CH:10][CH:11]=1)[CH3:3]. (6) Given the reactants [C:1]([O:7][CH2:8][CH3:9])(=[O:6])[CH2:2][C:3]([CH3:5])=O.[F:10][C:11]1[CH:18]=[CH:17][CH:16]=[CH:15][C:12]=1[CH:13]=O.[NH4+:19].[OH-:20], predict the reaction product. The product is: [F:10][C:11]1[CH:18]=[CH:17][CH:16]=[CH:15][C:12]=1[CH:13]1[C:2]([C:1]([O:7][CH2:8][CH3:9])=[O:6])=[C:3]([CH3:5])[NH:19][C:3]([CH3:5])=[C:2]1[C:1]([O:7][CH2:8][CH3:9])=[O:20].